The task is: Predict the product of the given reaction.. This data is from Forward reaction prediction with 1.9M reactions from USPTO patents (1976-2016). (1) Given the reactants [CH2:1]([Li])[CH2:2][CH2:3][CH3:4].[S:6](=[O:8])=[O:7].[Cl:9]NC(=O)CCC(N)=O.[O:18]1[CH2:22][CH2:21][CH2:20][CH2:19]1, predict the reaction product. The product is: [O:18]1[C:19]2[CH:20]=[C:21]([S:6]([Cl:9])(=[O:8])=[O:7])[CH:22]=[CH:4][C:3]=2[CH2:2][CH2:1]1. (2) Given the reactants [C:1]([NH:4][C:5]1[S:6][C:7]([C:11]2[S:15][C:14]([C:16]([OH:18])=O)=[CH:13][CH:12]=2)=[C:8]([CH3:10])[N:9]=1)(=[O:3])[CH3:2].C1CN([P+](ON2N=NC3C=CC=CC2=3)(N2CCCC2)N2CCCC2)CC1.F[P-](F)(F)(F)(F)F.[OH:52][CH:53]1[CH2:58][CH2:57][NH:56][CH2:55][CH2:54]1.CCN(C(C)C)C(C)C, predict the reaction product. The product is: [OH:52][CH:53]1[CH2:58][CH2:57][N:56]([C:16]([C:14]2[S:15][C:11]([C:7]3[S:6][C:5]([NH:4][C:1](=[O:3])[CH3:2])=[N:9][C:8]=3[CH3:10])=[CH:12][CH:13]=2)=[O:18])[CH2:55][CH2:54]1.